This data is from NCI-60 drug combinations with 297,098 pairs across 59 cell lines. The task is: Regression. Given two drug SMILES strings and cell line genomic features, predict the synergy score measuring deviation from expected non-interaction effect. (1) Drug 1: C1=NC2=C(N=C(N=C2N1C3C(C(C(O3)CO)O)O)F)N. Drug 2: CC=C1C(=O)NC(C(=O)OC2CC(=O)NC(C(=O)NC(CSSCCC=C2)C(=O)N1)C(C)C)C(C)C. Cell line: BT-549. Synergy scores: CSS=15.0, Synergy_ZIP=-0.603, Synergy_Bliss=0.117, Synergy_Loewe=-20.1, Synergy_HSA=-0.995. (2) Drug 1: CCC(=C(C1=CC=CC=C1)C2=CC=C(C=C2)OCCN(C)C)C3=CC=CC=C3.C(C(=O)O)C(CC(=O)O)(C(=O)O)O. Drug 2: CC1C(C(CC(O1)OC2CC(CC3=C2C(=C4C(=C3O)C(=O)C5=CC=CC=C5C4=O)O)(C(=O)C)O)N)O. Cell line: A498. Synergy scores: CSS=72.1, Synergy_ZIP=-1.69, Synergy_Bliss=1.51, Synergy_Loewe=2.44, Synergy_HSA=6.85. (3) Drug 1: C1=NC2=C(N1)C(=S)N=C(N2)N. Drug 2: CC12CCC3C(C1CCC2O)C(CC4=C3C=CC(=C4)O)CCCCCCCCCS(=O)CCCC(C(F)(F)F)(F)F. Cell line: KM12. Synergy scores: CSS=45.4, Synergy_ZIP=-0.405, Synergy_Bliss=-1.99, Synergy_Loewe=-2.06, Synergy_HSA=1.16. (4) Drug 2: COC1=C2C(=CC3=C1OC=C3)C=CC(=O)O2. Drug 1: C1CC(=O)NC(=O)C1N2CC3=C(C2=O)C=CC=C3N. Cell line: DU-145. Synergy scores: CSS=0.169, Synergy_ZIP=-1.56, Synergy_Bliss=-3.55, Synergy_Loewe=-3.79, Synergy_HSA=-3.61. (5) Drug 1: COC1=C(C=C2C(=C1)N=CN=C2NC3=CC(=C(C=C3)F)Cl)OCCCN4CCOCC4. Drug 2: C1CC(=O)NC(=O)C1N2C(=O)C3=CC=CC=C3C2=O. Cell line: MCF7. Synergy scores: CSS=16.8, Synergy_ZIP=-0.916, Synergy_Bliss=4.12, Synergy_Loewe=0.132, Synergy_HSA=3.56. (6) Synergy scores: CSS=15.0, Synergy_ZIP=-2.58, Synergy_Bliss=2.93, Synergy_Loewe=-3.94, Synergy_HSA=3.38. Cell line: SK-MEL-5. Drug 1: C1=NC(=NC(=O)N1C2C(C(C(O2)CO)O)O)N. Drug 2: CC(C)NC(=O)C1=CC=C(C=C1)CNNC.Cl. (7) Drug 1: CCC(=C(C1=CC=CC=C1)C2=CC=C(C=C2)OCCN(C)C)C3=CC=CC=C3.C(C(=O)O)C(CC(=O)O)(C(=O)O)O. Drug 2: C1=CN(C=N1)CC(O)(P(=O)(O)O)P(=O)(O)O. Cell line: A549. Synergy scores: CSS=-0.300, Synergy_ZIP=0.462, Synergy_Bliss=0.888, Synergy_Loewe=-1.61, Synergy_HSA=-1.21.